Dataset: Drug-target binding data from BindingDB using Kd measurements. Task: Regression. Given a target protein amino acid sequence and a drug SMILES string, predict the binding affinity score between them. We predict pKd (pKd = -log10(Kd in M); higher means stronger binding). Dataset: bindingdb_kd. (1) The small molecule is CCN1CCN(Cc2ccc(NC(=O)Nc3ccc(Oc4cc(NC)ncn4)cc3)cc2C(F)(F)F)CC1. The target protein (P57058) has sequence MPAAAGDGLLGEPAAPGGGGGAEDAARPAAACEGSFLPAWVSGVPRERLRDFQHHKRVGNYLIGSRKLGEGSFAKVREGLHVLTGEKVAIKVIDKKRAKKDTYVTKNLRREGQIQQMIRHPNITQLLDILETENSYYLVMELCPGGNLMHKIYEKKRLEESEARRYIRQLISAVEHLHRAGVVHRDLKIENLLLDEDNNIKLIDFGLSNCAGILGYSDPFSTQCGSPAYAAPELLARKKYGPKIDVWSIGVNMYAMLTGTLPFTVEPFSLRALYQKMVDKEMNPLPTQLSTGAISFLRSLLEPDPVKRPNIQQALANRWLNENYTGKVPCNVTYPNRISLEDLSPSVVLHMTEKLGYKNSDVINTVLSNRACHILAIYFLLNKKLERYLSGKSDIQDSLCYKTRLYQIEKYRAPKESYEASLDTWTRDLEFHAVQDKKPKEQEKRGDFLHRPFSKKLDKNLPSHKQPSGSLMTQIQNTKALLKDRKASKSSFPDKDSFGC.... The pKd is 5.0. (2) The compound is CCN(CCO)CCCOc1ccc2c(Nc3cc(CC(=O)Nc4cccc(F)c4)n[nH]3)ncnc2c1. The target protein (O00506) has sequence MAHLRGFANQHSRVDPEELFTKLDRIGKGSFGEVYKGIDNHTKEVVAIKIIDLEEAEDEIEDIQQEITVLSQCDSPYITRYFGSYLKSTKLWIIMEYLGGGSALDLLKPGPLEETYIATILREILKGLDYLHSERKIHRDIKAANVLLSEQGDVKLADFGVAGQLTDTQIKRNTFVGTPFWMAPEVIKQSAYDFKADIWSLGITAIELAKGEPPNSDLHPMRVLFLIPKNSPPTLEGQHSKPFKEFVEACLNKDPRFRPTAKELLKHKFITRYTKKTSFLTELIDRYKRWKSEGHGEESSSEDSDIDGEAEDGEQGPIWTFPPTIRPSPHSKLHKGTALHSSQKPAEPVKRQPRSQCLSTLVRPVFGELKEKHKQSGGSVGALEELENAFSLAEESCPGISDKLMVHLVERVQRFSHNRNHLTSTR. The pKd is 5.0. (3) The compound is Nc1nc(Nc2ccc(S(N)(=O)=O)cc2)nn1C(=O)c1c(F)cccc1F. The target protein sequence is MGDEKDSWKVKTLDEILQEKKRRKEQEEKAEIKRLKNSDDRDSKRDSLEEGELRDHRMEITIRNSPYRREDSMEDRGEEDDSLAIKPPQQMSRKEKVHHRKDEKRKEKRRHRSHSAEGGKHARVKEKEREHERRKRHREEQDKARREWERQKRREMAREHSRRERDRLEQLERKRERERKMREQQKEQREQKERERRAEERRKEREARREVSAHHRTMREDYSDKVKASHWSRSPPRPPRERFELGDGRKPGEARPARAQKPAQLKEEKMEERDLLSDLQDISDSERKTSSAESSSAESGSGSEEEEEEEEEEEEEGSTSEESEEEEEEEEEEEEETGSNSEEASEQSAEEVSEEEMSEDEERENENHLLVVPESRFDRDSGESEEAEEEVGEGTPQSSALTEGDYVPDSPALSPIELKQELPKYLPALQGCRSVEEFQCLNRIEEGTYGVVYRAKDKKTDEIVALKRLKMEKEKEGFPITSLREINTILKAQHPNIVTV.... The pKd is 6.8. (4) The target protein sequence is MAAAYLDPNLNHTPSSSTKTHLGTGMERSPGAMERVLKVFHYFESSSEPTTWASIIRHGDATDVRGIIQKIVDSHKVKHVACYGFRLSHLRSEEVHWLHVDMGVSSVREKYELAHPPEEWKYELRIRYLPKGFLNQFTEDKPTLNFFYQQVKSDYMQEIADQVDQEIALKLGCLEIRRSYWEMRGNALEKKSNYEVLEKDVGLKRFFPKSLLDSVKAKTLRKLIQQTFRQFANLNREESILKFFEILSPVYRFDKECFKCALGSSWIISVELAIGPEEGISYLTDKGCNPTHLADFNQVQTIQYSNSEDKDRKGMLQLKIAGAPEPLTVTAPSLTIAENMADLIDGYCRLVNGATQSFIIRPQKEGERALPSIPKLANSEKQGMRTHAVSVSHCQHKVKKARRFLPLVFCSLEPPPTDEISGDETDDYAEIIDEEDTYTMPSKSYGIDEARDYEIQRERIELGRCIGEGQFGDVHQGVYLSPENPALAVAIKTCKNCTSD.... The compound is COc1cc(C2CCN(C)CC2)ccc1Nc1ncc(C(F)(F)F)c(CCc2cccc(C(N)=O)c2)n1. The pKd is 8.5. (5) The small molecule is COc1ccc2nc(S(=O)Cc3ncc(C)c(OC)c3C)[nH]c2c1. The target protein sequence is MTIKEMPQPKTFGELKNLPLLNTDKPVQALMKIADELGEIFKFEAPGRVTRYLSSQRLIKEACDESRFDKNLSQALKFVRDFAGDGLVTSWTHEKNWKKAHNILLPSFSQQAMKGYHAMMVDIAVQLVQKWERLNADEHIEVPEDMTRLTLDTIGLCGFNYRFNSFYRDQPHPFITSMVRALDEAMNKLQRANPDDPAYDENKRQFQEDIKVMNDLVDKIIADRKASGEQSDDLLTHMLNGKDPETGEPLDDENIRYQIITFLIAGHETTSGLLSFALYFLVKNPHVLQKAAEEAARVLVDPVPSYKQVKQLKYVGMVLNEALRLWPTAPAFSLYAKEDTVLGGEYPLEKGDELMVLIPQLHRDKTIWGDDVEEFRPERFENPSAIPQHAFKPFGNGQRACIGQQFALHEATLVLGMMLKHFDFEDHTNYELDIKETLTLKPEGFVVKAKSKKIPLGGIPSPSTEQSAKKVRKKAENAHNTPLLVLYGSNMGTAEGTARD.... The pKd is 4.3. (6) The small molecule is Cc1ccc(-n2nc(C(C)(C)C)cc2NC(=O)Nc2ccc(OCCN3CCOCC3)c3ccccc23)cc1. The target protein sequence is HHSTVADGLITTLHYPAPKRNKPTVYGVSPNYDKWEMERTDITMKHKLGGGQYGEVYEGVWKKYSLTVAVKTLKEDTMEVEEFLKEAAVMKEIKHPNLVQLLGVCTREPPFYIITEFMTYGNLLDYLRECNRQEVNAVVLLYMATQISSAMEYLEKKNFIHRDLAARNCLVGENHLVKVADFGLSRLMTGDTYTAPAGAKFPIKWTAPESLAYNKFSIKSDVWAFGVLLWEIATYGMSPYPGIDLSQVYELLEKDYRMERPEGCPEKVYELMRACWQWNPSDRPSFAEIHQAFETMFQES. The pKd is 5.0. (7) The small molecule is CO[C@]12CC[C@@]3(C[C@@H]1C(C)(C)O)[C@H]1Cc4ccc(O)c5c4[C@@]3(CCN1CC1CC1)[C@H]2O5. The target protein sequence is MDSPIQIFRGEPGPTCAPSACLPPNSSAWFPGWAEPDSNGSAGSEDAQLEPAHISPAIPVIITAVYSVVFVVGLVGNSLVMFVIIRYTKMKTATNIYIFNLALADALVTTTMPFQSTVALMNSWPFGDVLCKIVISIDYYNMFTSIFTLTMMSVDRYIAVCHPVKALDFRTPLKAKIINICIWLLSSSVGISAIVLGGTKVREDVDVIECSLQFPDDDYSWWDLFMKICVFIFAFVIPVLIIIVCYTLMILRLKSVRLLSGSREKDRNLRRITRLVLVVVAVFVVCWTPIHIFILVEALGSTSHSTAALSSYYFCIALGYTNSSLNPILYAFLDENFKRCFRDFCFPLKMRMERQSTSRVRNTVQDPAYLRDIDGMNKPV. The pKd is 8.5. (8) The small molecule is CC(=O)N[C@@H]1[C@@H](O)C[C@](OCc2ccccc2)(C(=O)[O-])O[C@H]1[C@H](O)[C@H](O)CNC(=O)c1ccccc1. The target protein sequence is MIFLATLPLFWIMISASRGGHWGAWMPSTISAFEGTCVSIPCRFDFPDELRPAVVHGVWYFNSPYPKNYPPVVFKSRTQVVHESFQGRSRLLGDLGLRNCTLLLSTLSPELGGKYYFRGDLGGYNQYTFSEHSVLDIVNTPNIVVPPEVVAGTEVEVSCMVPDNCPELRPELSWLGHEGLGEPTVLGRLREDEGTWVQVSLLHFVPTREANGHRLGCQAAFPNTTLQFEGYASLDVKYPPVIVEMNSSVEAIEGSHVSLLCGADSNPPPLLTWMRDGMVLREAVAKSLYLDLEEVTPGEDGVYACLAENAYGQDNRTVELSVMYAPWKPTVNGTVVAVEGETVSILCSTQSNPDPILTIFKEKQILATVIYESQLQLELPAVTPEDDGEYWCVAENQYGQRATAFNLSVEFAPIILLESHCAAARDTVQCLCVVKSNPEPSVAFELPSRNVTVNETEREFVYSERSGLLLTSILTIRGQAQAPPRVICTSRNLYGTQSLE.... The pKd is 4.7. (9) The drug is CN[C@@H]1C[C@H]2O[C@@](C)([C@@H]1OC)n1c3ccccc3c3c4c(c5c6ccccc6n2c5c31)C(=O)NC4. The target protein (P54646) has sequence MAEKQKHDGRVKIGHYVLGDTLGVGTFGKVKIGEHQLTGHKVAVKILNRQKIRSLDVVGKIKREIQNLKLFRHPHIIKLYQVISTPTDFFMVMEYVSGGELFDYICKHGRVEEMEARRLFQQILSAVDYCHRHMVVHRDLKPENVLLDAHMNAKIADFGLSNMMSDGEFLRTSCGSPNYAAPEVISGRLYAGPEVDIWSCGVILYALLCGTLPFDDEHVPTLFKKIRGGVFYIPEYLNRSVATLLMHMLQVDPLKRATIKDIREHEWFKQDLPSYLFPEDPSYDANVIDDEAVKEVCEKFECTESEVMNSLYSGDPQDQLAVAYHLIIDNRRIMNQASEFYLASSPPSGSFMDDSAMHIPPGLKPHPERMPPLIADSPKARCPLDALNTTKPKSLAVKKAKWHLGIRSQSKPYDIMAEVYRAMKQLDFEWKVVNAYHLRVRRKNPVTGNYVKMSLQLYLVDNRSYLLDFKSIDDEVVEQRSGSSTPQRSCSAAGLHRPRS.... The pKd is 7.9. (10) The drug is Nc1nc2c(ncn2[C@@H]2O[C@H](COP(=O)(O)O)[C@H](O)[C@@H]2O)c(=O)[nH]1. The target protein (P62959) has sequence MADEIAKAQVAQPGGDTIFGKIIRKEIPAKIIFEDDRCLAFHDISPQAPTHFLVIPKKHISQISVADDDDESLLGHLMIVGKKCAADLGLKRGYRMVVNEGADGGQSVYHIHLHVLGGRQMNWPPG. The pKd is 4.2.